From a dataset of NCI-60 drug combinations with 297,098 pairs across 59 cell lines. Regression. Given two drug SMILES strings and cell line genomic features, predict the synergy score measuring deviation from expected non-interaction effect. Drug 1: C1=CC(=CC=C1CC(C(=O)O)N)N(CCCl)CCCl.Cl. Drug 2: C1C(C(OC1N2C=C(C(=O)NC2=O)F)CO)O. Cell line: SF-295. Synergy scores: CSS=44.4, Synergy_ZIP=-1.74, Synergy_Bliss=0.298, Synergy_Loewe=-5.50, Synergy_HSA=3.47.